Dataset: Forward reaction prediction with 1.9M reactions from USPTO patents (1976-2016). Task: Predict the product of the given reaction. (1) The product is: [ClH:37].[OH:1][C@H:2]1[CH2:6][C@H:5]([N:7]2[CH:12]=[C:11]3[CH:13]=[C:14]([C:16]4[CH:17]=[CH:18][C:19]([CH2:22][CH2:23][CH2:24][CH2:25][CH3:26])=[CH:20][CH:21]=4)[O:15][C:10]3=[N:9][C:8]2=[O:27])[O:4][C@@H:3]1[CH2:28][O:29][C:30](=[O:36])[CH:31]([NH2:35])[CH:32]([CH3:33])[CH3:34]. Given the reactants [OH:1][C@H:2]1[CH2:6][C@H:5]([N:7]2[CH:12]=[C:11]3[CH:13]=[C:14]([C:16]4[CH:21]=[CH:20][C:19]([CH2:22][CH2:23][CH2:24][CH2:25][CH3:26])=[CH:18][CH:17]=4)[O:15][C:10]3=[N:9][C:8]2=[O:27])[O:4][C@@H:3]1[CH2:28][O:29][C:30](=[O:36])[C@@H:31]([NH2:35])[CH:32]([CH3:34])[CH3:33].[ClH:37].CC(O)C, predict the reaction product. (2) Given the reactants [Br:1][C:2]1[N:7]=[C:6]([C@:8]2([CH3:30])[CH2:13][S@@:12](=[N:15][CH2:16][CH2:17][CH2:18][OH:19])(=[O:14])[C:11]([CH3:21])([CH3:20])[C:10]([NH:22][C:23](=[O:29])[O:24][C:25]([CH3:28])([CH3:27])[CH3:26])=[N:9]2)[C:5]([F:31])=[C:4]([Si:32]([CH2:37][CH3:38])([CH2:35][CH3:36])[CH2:33][CH3:34])[CH:3]=1.C(N(CC)CC)C.[S:46](Cl)([C:49]1[CH:55]=[CH:54][C:52]([CH3:53])=[CH:51][CH:50]=1)(=[O:48])=[O:47].[Cl-].[NH4+], predict the reaction product. The product is: [CH3:53][C:52]1[CH:54]=[CH:55][C:49]([S:46]([O:19][CH2:18][CH2:17][CH2:16][N:15]=[S@:12]2(=[O:14])[C:11]([CH3:20])([CH3:21])[C:10]([NH:22][C:23]([O:24][C:25]([CH3:28])([CH3:26])[CH3:27])=[O:29])=[N:9][C@@:8]([C:6]3[C:5]([F:31])=[C:4]([Si:32]([CH2:37][CH3:38])([CH2:35][CH3:36])[CH2:33][CH3:34])[CH:3]=[C:2]([Br:1])[N:7]=3)([CH3:30])[CH2:13]2)(=[O:48])=[O:47])=[CH:50][CH:51]=1. (3) Given the reactants [CH:1]([CH:3]1[CH2:8][CH2:7][N:6]([C:9]([O:11][C:12]([CH3:15])([CH3:14])[CH3:13])=[O:10])[CH2:5][CH2:4]1)=O.[CH3:16][C:17]([S@@:20]([NH2:22])=[O:21])([CH3:19])[CH3:18], predict the reaction product. The product is: [C:17]([S@@:20](/[N:22]=[CH:1]/[CH:3]1[CH2:8][CH2:7][N:6]([C:9]([O:11][C:12]([CH3:15])([CH3:14])[CH3:13])=[O:10])[CH2:5][CH2:4]1)=[O:21])([CH3:19])([CH3:18])[CH3:16]. (4) Given the reactants Cl[C:2]1[C:3]2[CH:10]=[CH:9][NH:8][C:4]=2[N:5]=[CH:6][N:7]=1.[CH3:11][Mg]Br, predict the reaction product. The product is: [CH3:11][C:2]1[C:3]2[CH:10]=[CH:9][NH:8][C:4]=2[N:5]=[CH:6][N:7]=1. (5) Given the reactants C([O:3][P:4]([C:9]1[C:13]([P:14]([O:19]CC)([O:16]CC)=[O:15])=[C:12]([C:22]2[S:23][C:24]([C:27]3[S:28][CH:29]=[CH:30][CH:31]=3)=[CH:25][CH:26]=2)[S:11][C:10]=1[C:32]1[S:36][C:35]([C:37]2[S:38][CH:39]=[CH:40][CH:41]=2)=[CH:34][CH:33]=1)([O:6]CC)=[O:5])C.I[Si](C)(C)C, predict the reaction product. The product is: [P:4]([C:9]1[C:13]([P:14]([OH:19])([OH:16])=[O:15])=[C:12]([C:22]2[S:23][C:24]([C:27]3[S:28][CH:29]=[CH:30][CH:31]=3)=[CH:25][CH:26]=2)[S:11][C:10]=1[C:32]1[S:36][C:35]([C:37]2[S:38][CH:39]=[CH:40][CH:41]=2)=[CH:34][CH:33]=1)([OH:5])([OH:6])=[O:3]. (6) Given the reactants [CH3:1][O:2][C:3]1[CH:4]=[C:5]2[C:13](=[CH:14][CH:15]=1)[NH:12][C:11]1[C:10]3[CH:16]=[CH:17][CH:18]=[CH:19][C:9]=3[O:8][CH2:7][C:6]2=1.Cl.Cl[CH2:22][C:23]1[CH:38]=[CH:37][C:26]([O:27][CH2:28][CH2:29][NH:30][CH:31]2C[CH2:35][CH2:34][CH2:33][CH2:32]2)=[CH:25][CH:24]=1, predict the reaction product. The product is: [CH3:1][O:2][C:3]1[CH:4]=[C:5]2[C:13](=[CH:14][CH:15]=1)[N:12]([CH2:22][C:23]1[CH:24]=[CH:25][C:26]([O:27][CH2:28][CH2:29][N:30]3[CH2:31][CH2:32][CH2:33][CH2:34][CH2:35]3)=[CH:37][CH:38]=1)[C:11]1[C:10]3[CH:16]=[CH:17][CH:18]=[CH:19][C:9]=3[O:8][CH2:7][C:6]2=1. (7) Given the reactants [Cl:1][C:2]1[CH:3]=[N:4][CH:5]=[C:6]([Cl:20])[C:7]=1[S:8][C:9]1[S:13][C:12]([C:14]([OH:16])=O)=[CH:11][C:10]=1[N+:17]([O-:19])=[O:18].[CH2:21]([N:24]1[CH2:29][CH2:28][CH:27]([NH2:30])[CH2:26][CH2:25]1)[CH2:22][CH3:23], predict the reaction product. The product is: [Cl:20][C:6]1[CH:5]=[N:4][CH:3]=[C:2]([Cl:1])[C:7]=1[S:8][C:9]1[S:13][C:12]([C:14]([NH:30][CH:27]2[CH2:28][CH2:29][N:24]([CH2:21][CH2:22][CH3:23])[CH2:25][CH2:26]2)=[O:16])=[CH:11][C:10]=1[N+:17]([O-:19])=[O:18]. (8) Given the reactants [NH:1]([C:18]([O:20][C:21]([CH3:24])([CH3:23])[CH3:22])=[O:19])[C@@H:2]([C:15](O)=[O:16])[CH2:3][C:4]1[C:13]([F:14])=[C:11]([F:12])[C:9]([F:10])=[C:7]([F:8])[C:5]=1[F:6].[CH:25]1[CH:26]=[CH:27][C:28]2N(O)N=N[C:29]=2[CH:30]=1.CN(C(ON1[N:51]=[N:50][C:45]2C=CC=CC1=2)=[N+](C)C)C.F[P-](F)(F)(F)(F)F.CC[N:61]([CH:65](C)C)C(C)C.C(O)(C(F)(F)F)=[O:69], predict the reaction product. The product is: [NH2:61][CH2:65][C:29]1[CH:28]=[CH:27][C:26]([C:45]([NH:50][NH:51][C:15](=[O:16])[C@H:2]([NH:1][C:18]([O:20][C:21]([CH3:24])([CH3:23])[CH3:22])=[O:19])[CH2:3][C:4]2[C:5]([F:6])=[C:7]([F:8])[C:9]([F:10])=[C:11]([F:12])[C:13]=2[F:14])=[O:69])=[CH:25][CH:30]=1. (9) Given the reactants [C:1]([O:5][C:6]([NH:8][C@@H:9]([C@H:25]([CH3:28])[CH:26]=[CH2:27])[CH2:10][N:11]1[C@@H:15](C=C)[CH2:14][CH2:13][C@H:12]1[C:18]([O:20][C:21]([CH3:24])([CH3:23])[CH3:22])=[O:19])=[O:7])([CH3:4])([CH3:3])[CH3:2].CS(C)=[O:31], predict the reaction product. The product is: [C:1]([O:5][C:6]([NH:8][C@@H:9]1[C:10](=[O:31])[N:11]2[C@H:12]([C:18]([O:20][C:21]([CH3:23])([CH3:22])[CH3:24])=[O:19])[CH2:13][CH2:14][C@@H:15]2[CH:27]=[CH:26][C@H:25]1[CH3:28])=[O:7])([CH3:2])([CH3:3])[CH3:4].